Dataset: hERG potassium channel inhibition data for cardiac toxicity prediction from Karim et al.. Task: Regression/Classification. Given a drug SMILES string, predict its toxicity properties. Task type varies by dataset: regression for continuous values (e.g., LD50, hERG inhibition percentage) or binary classification for toxic/non-toxic outcomes (e.g., AMES mutagenicity, cardiotoxicity, hepatotoxicity). Dataset: herg_karim. (1) The result is 0 (non-blocker). The compound is CCS(=O)(=O)n1c2c(c3cc(C(=O)N4CCC(C)CC4)ccc31)CN(C1CCOC1)CC2. (2) The molecule is Cc1nc(C#Cc2ccnc(Cl)c2)c(C)n1-c1ccc(OC(F)(F)F)cc1. The result is 1 (blocker). (3) The molecule is CCCc1nn(C)c2c(=O)nc(-c3cc(S(=O)(=O)N4CCN(C)CC4)ccc3OCC)[nH]c12. The result is 0 (non-blocker). (4) The drug is Cc1ncoc1-c1nnc(SCCCN2CC3CCN(c4ccc(C(F)(F)F)cc4)C3C2)n1C. The result is 1 (blocker). (5) The molecule is C[C@H](O)C(=O)N1CC[C@H](N(Cc2cc(Cl)ccc2Cl)c2ccc(C#N)c(Cl)c2)C1. The result is 1 (blocker). (6) The drug is CC(C)(CC(O)(Cc1cc2cc(N3CCOCC3)ncc2[nH]1)C(F)(F)F)c1ccccc1S(C)(=O)=O. The result is 0 (non-blocker). (7) The drug is N#Cc1ccc(Oc2ccc(S(=O)(=O)Nc3ccc(F)cn3)cc2C#N)cc1Cl. The result is 0 (non-blocker).